Task: Predict the product of the given reaction.. Dataset: Forward reaction prediction with 1.9M reactions from USPTO patents (1976-2016) (1) Given the reactants [C:1]([C:4]1[C:8]2=[N:9][C:10]([C:13]([NH:15][C:16]3[CH:17]=[N:18][CH:19]=[CH:20][C:21]=3[N:22]3[CH2:27][C@H:26]([CH3:28])[CH2:25][C@H:24]([NH:29][C:30](=[O:36])[O:31][C:32]([CH3:35])([CH3:34])[CH3:33])[CH2:23]3)=[O:14])=[CH:11][CH:12]=[C:7]2[S:6][CH:5]=1)([CH3:3])=[CH2:2], predict the reaction product. The product is: [CH:1]([C:4]1[C:8]2=[N:9][C:10]([C:13]([NH:15][C:16]3[CH:17]=[N:18][CH:19]=[CH:20][C:21]=3[N:22]3[CH2:27][C@H:26]([CH3:28])[CH2:25][C@H:24]([NH:29][C:30](=[O:36])[O:31][C:32]([CH3:33])([CH3:34])[CH3:35])[CH2:23]3)=[O:14])=[CH:11][CH:12]=[C:7]2[S:6][CH:5]=1)([CH3:3])[CH3:2]. (2) Given the reactants [NH2:1][C:2]1[C:7]([C:8]([NH:10][C:11]2[CH:16]=[CH:15][CH:14]=[CH:13][CH:12]=2)=[O:9])=[CH:6][C:5](Br)=[CH:4][N:3]=1.[N:18]1[CH:23]=[CH:22][CH:21]=[C:20](B(O)O)[CH:19]=1.C(=O)([O-])[O-].[K+].[K+], predict the reaction product. The product is: [NH2:1][C:2]1[C:7]([C:8]([NH:10][C:11]2[CH:16]=[CH:15][CH:14]=[CH:13][CH:12]=2)=[O:9])=[CH:6][C:5]([C:20]2[CH:19]=[N:18][CH:23]=[CH:22][CH:21]=2)=[CH:4][N:3]=1.